From a dataset of Full USPTO retrosynthesis dataset with 1.9M reactions from patents (1976-2016). Predict the reactants needed to synthesize the given product. (1) Given the product [CH:3]1([C:9](=[O:17])[CH:10]=[CH:25][C:23]2[C:22]([C:27]3[N:28]=[CH:29][N:30]([C:32]([C:39]4[CH:40]=[CH:41][CH:42]=[CH:43][CH:44]=4)([C:45]4[CH:46]=[CH:47][CH:48]=[CH:49][CH:50]=4)[C:33]4[CH:38]=[CH:37][CH:36]=[CH:35][CH:34]=4)[CH:31]=3)=[CH:21][N:20]=[C:19]([F:18])[CH:24]=2)[CH2:8][CH2:7][CH2:6][CH2:5][CH2:4]1, predict the reactants needed to synthesize it. The reactants are: [H-].[Na+].[CH:3]1([C:9](=[O:17])[CH2:10]P(=O)(OC)OC)[CH2:8][CH2:7][CH2:6][CH2:5][CH2:4]1.[F:18][C:19]1[CH:24]=[C:23]([CH:25]=O)[C:22]([C:27]2[N:28]=[CH:29][N:30]([C:32]([C:45]3[CH:50]=[CH:49][CH:48]=[CH:47][CH:46]=3)([C:39]3[CH:44]=[CH:43][CH:42]=[CH:41][CH:40]=3)[C:33]3[CH:38]=[CH:37][CH:36]=[CH:35][CH:34]=3)[CH:31]=2)=[CH:21][N:20]=1. (2) Given the product [F:37][C:33]1[CH:32]=[C:31]([CH:36]=[CH:35][CH:34]=1)[CH2:30][N:28]1[CH:29]=[C:25]([C:24]2[C:18]3[C:19](=[N:20][CH:21]=[C:16]([C:14]4[CH:13]=[N:12][N:11]([CH2:10][CH2:9][OH:8])[CH:15]=4)[CH:17]=3)[NH:22][CH:23]=2)[CH:26]=[N:27]1, predict the reactants needed to synthesize it. The reactants are: C([O:8][CH2:9][CH2:10][N:11]1[CH:15]=[C:14]([C:16]2[CH:17]=[C:18]3[C:24]([C:25]4[CH:26]=[N:27][N:28]([CH2:30][C:31]5[CH:36]=[CH:35][CH:34]=[C:33]([F:37])[CH:32]=5)[CH:29]=4)=[CH:23][N:22](S(C4C=CC(C)=CC=4)(=O)=O)[C:19]3=[N:20][CH:21]=2)[CH:13]=[N:12]1)C1C=CC=CC=1. (3) Given the product [NH2:1][C:2]1[CH:7]=[C:30]([CH:29]([OH:33])[CH2:31][OH:19])[N:5]=[C:4]([C:10]([O:12][CH3:13])=[O:11])[C:3]=1[Cl:14], predict the reactants needed to synthesize it. The reactants are: [NH2:1][C:2]1[CH:7]=C(C=C)[N:5]=[C:4]([C:10]([O:12][CH3:13])=[O:11])[C:3]=1[Cl:14].C[N+]1([O-])CC[O:19]CC1.S(=O)(O)[O-].[Na+].O.[C:29]([OH:33])(C)([CH3:31])[CH3:30]. (4) Given the product [CH3:1][C:2]1[O:6][C:5]([CH2:7][NH:8][C:9]([C:11]2[C:16](=[O:17])[C:15]([C:30]3[CH:29]=[CH:28][CH:27]=[C:26]([C:25]([F:36])([F:35])[F:24])[CH:31]=3)=[C:14]([CH3:19])[N:13]([CH:20]3[CH2:23][CH2:22][CH2:21]3)[CH:12]=2)=[O:10])=[N:4][N:3]=1, predict the reactants needed to synthesize it. The reactants are: [CH3:1][C:2]1[O:6][C:5]([CH2:7][NH:8][C:9]([C:11]2[C:16](=[O:17])[C:15](Br)=[C:14]([CH3:19])[N:13]([CH:20]3[CH2:23][CH2:22][CH2:21]3)[CH:12]=2)=[O:10])=[N:4][N:3]=1.[F:24][C:25]([F:36])([F:35])[C:26]1[CH:27]=[C:28](B(O)O)[CH:29]=[CH:30][CH:31]=1.C([O-])([O-])=O.[K+].[K+]. (5) The reactants are: Br[C:2]1[C:3]([O:22][CH2:23][CH2:24][O:25][CH3:26])=[N:4][CH:5]=[C:6]([CH:21]=1)[C:7]([NH:9][C:10]1[CH:15]=[CH:14][C:13]([O:16][C:17]([F:20])([F:19])[F:18])=[CH:12][CH:11]=1)=[O:8].[O:27]1[CH2:32][CH2:31][CH2:30][CH2:29][CH:28]1[N:33]1[C:37](B2OC(C)(C)C(C)(C)O2)=[CH:36][CH:35]=[N:34]1.C1(C)C=CC=CC=1.[O-]P([O-])([O-])=O.[K+].[K+].[K+]. Given the product [CH3:26][O:25][CH2:24][CH2:23][O:22][C:3]1[C:2]([C:37]2[N:33]([CH:28]3[CH2:29][CH2:30][CH2:31][CH2:32][O:27]3)[N:34]=[CH:35][CH:36]=2)=[CH:21][C:6]([C:7]([NH:9][C:10]2[CH:15]=[CH:14][C:13]([O:16][C:17]([F:20])([F:19])[F:18])=[CH:12][CH:11]=2)=[O:8])=[CH:5][N:4]=1, predict the reactants needed to synthesize it. (6) The reactants are: [Br:1][C:2]1[CH:3]=[C:4]2[C:9](=[CH:10][CH:11]=1)[N:8]=[CH:7][C:6]([C:12](=[O:16])[CH2:13][CH2:14][CH3:15])=[C:5]2Cl.[NH2:18][C@H:19]1[CH2:24][CH2:23][C@H:22]([NH:25][C:26](=[O:32])[O:27][C:28]([CH3:31])([CH3:30])[CH3:29])[CH2:21][CH2:20]1. Given the product [Br:1][C:2]1[CH:3]=[C:4]2[C:9](=[CH:10][CH:11]=1)[N:8]=[CH:7][C:6]([C:12](=[O:16])[CH2:13][CH2:14][CH3:15])=[C:5]2[NH:18][C@H:19]1[CH2:24][CH2:23][C@H:22]([NH:25][C:26](=[O:32])[O:27][C:28]([CH3:30])([CH3:29])[CH3:31])[CH2:21][CH2:20]1, predict the reactants needed to synthesize it. (7) Given the product [C:15]([NH:20][C:21]1[NH:22][CH:23]=[C:24]([C:29]2[CH:30]=[CH:31][C:32]([NH:35][C:13]([NH:12][C:3]3[CH:4]=[C:5]([C:8]([F:11])([F:10])[F:9])[CH:6]=[CH:7][C:2]=3[F:1])=[O:14])=[CH:33][CH:34]=2)[C:25]=1[C:26]([NH2:28])=[O:27])(=[O:19])[CH:16]([CH3:18])[CH3:17], predict the reactants needed to synthesize it. The reactants are: [F:1][C:2]1[CH:7]=[CH:6][C:5]([C:8]([F:11])([F:10])[F:9])=[CH:4][C:3]=1[N:12]=[C:13]=[O:14].[C:15]([NH:20][C:21]1[NH:22][CH:23]=[C:24]([C:29]2[CH:34]=[CH:33][C:32]([NH2:35])=[CH:31][CH:30]=2)[C:25]=1[C:26]([NH2:28])=[O:27])(=[O:19])[CH:16]([CH3:18])[CH3:17]. (8) Given the product [CH2:16]([O:1][C:2]1[CH:12]=[C:11]([N+:13]([O-:15])=[O:14])[CH:10]=[CH:9][C:3]=1[C:4]([O:6][CH2:7][CH3:8])=[O:5])[CH2:17][CH3:18], predict the reactants needed to synthesize it. The reactants are: [OH:1][C:2]1[CH:12]=[C:11]([N+:13]([O-:15])=[O:14])[CH:10]=[CH:9][C:3]=1[C:4]([O:6][CH2:7][CH3:8])=[O:5].[CH2:16](Br)[CH2:17][CH3:18].C([O-])([O-])=O.[K+].[K+].CC(C)=O. (9) Given the product [CH2:1]([C:8]1[C:16]([O:18][C:10](=[O:12])[C:9]=1[CH2:14][CH3:15])=[O:17])[C:2]1[CH:3]=[CH:4][CH:5]=[CH:6][CH:7]=1, predict the reactants needed to synthesize it. The reactants are: [CH2:1]([CH:8]([C:16]([OH:18])=[O:17])[C:9]([CH2:14][CH3:15])(O)[C:10]([OH:12])=O)[C:2]1[CH:7]=[CH:6][CH:5]=[CH:4][CH:3]=1.